Dataset: Full USPTO retrosynthesis dataset with 1.9M reactions from patents (1976-2016). Task: Predict the reactants needed to synthesize the given product. (1) The reactants are: C1[O:19][CH:4]([C:5]2[CH:10]=[CH:9][C:8]([O:11][C:12]3[CH:17]=[CH:16][C:15]([NH2:18])=[CH:14][N:13]=3)=[CH:7][CH:6]=2)OC1.C(N(CC)CC)C.[Cl:27][C:28]1[CH:29]=[C:30]([CH:34]=[CH:35][C:36]=1[Cl:37])[C:31](Cl)=[O:32]. Given the product [CH:4]([C:5]1[CH:6]=[CH:7][C:8]([O:11][C:12]2[CH:17]=[CH:16][C:15]([NH:18][C:31](=[O:32])[C:30]3[CH:34]=[CH:35][C:36]([Cl:37])=[C:28]([Cl:27])[CH:29]=3)=[CH:14][N:13]=2)=[CH:9][CH:10]=1)=[O:19], predict the reactants needed to synthesize it. (2) Given the product [CH3:25][NH:26][C:34]1[N:39]=[CH:38][C:37]([C:2]2[N:3]=[C:4]([N:19]3[CH2:24][CH2:23][O:22][CH2:21][CH2:20]3)[C:5]3[CH:10]=[C:9]([CH2:11][N:12]4[CH2:17][CH2:16][CH:15]([OH:18])[CH2:14][CH2:13]4)[S:8][C:6]=3[N:7]=2)=[CH:36][N:35]=1, predict the reactants needed to synthesize it. The reactants are: Cl[C:2]1[N:3]=[C:4]([N:19]2[CH2:24][CH2:23][O:22][CH2:21][CH2:20]2)[C:5]2[CH:10]=[C:9]([CH2:11][N:12]3[CH2:17][CH2:16][CH:15]([OH:18])[CH2:14][CH2:13]3)[S:8][C:6]=2[N:7]=1.[CH3:25][N:26]([C:34]1[N:39]=[CH:38][C:37](B2OC(C)(C)C(C)(C)O2)=[CH:36][N:35]=1)C(=O)OC(C)(C)C. (3) Given the product [OH:17][CH2:16][CH2:15][CH2:14][CH2:13][NH:12][C:10](=[O:11])/[CH:9]=[CH:8]/[C:3]1[CH:4]=[CH:5][CH:6]=[CH:7][C:2]=1[S:26][C:23]1[CH:24]=[CH:25][C:20]([O:19][CH3:18])=[CH:21][CH:22]=1, predict the reactants needed to synthesize it. The reactants are: Br[C:2]1[CH:7]=[CH:6][CH:5]=[CH:4][C:3]=1[CH:8]=[CH:9][C:10]([NH:12][CH2:13][CH2:14][CH2:15][CH2:16][OH:17])=[O:11].[CH3:18][O:19][C:20]1[CH:25]=[CH:24][C:23]([SH:26])=[CH:22][CH:21]=1.C([O-])([O-])=O.[K+].[K+]. (4) Given the product [NH2:38][C:36]1[CH:35]=[CH:34][C:3]([O:4][C:5]2[CH:10]=[CH:9][N:8]=[C:7]3[CH:11]=[C:12]([C:14]4[CH:15]=[C:16]([CH:31]=[CH:32][CH:33]=4)[CH2:17][CH2:18][N:19]([CH2:27][CH2:28][O:29][CH3:30])[C:20](=[O:26])[O:21][C:22]([CH3:25])([CH3:23])[CH3:24])[S:13][C:6]=23)=[C:2]([F:1])[CH:37]=1, predict the reactants needed to synthesize it. The reactants are: [F:1][C:2]1[CH:37]=[C:36]([N+:38]([O-])=O)[CH:35]=[CH:34][C:3]=1[O:4][C:5]1[CH:10]=[CH:9][N:8]=[C:7]2[CH:11]=[C:12]([C:14]3[CH:15]=[C:16]([CH:31]=[CH:32][CH:33]=3)[CH2:17][CH2:18][N:19]([CH2:27][CH2:28][O:29][CH3:30])[C:20](=[O:26])[O:21][C:22]([CH3:25])([CH3:24])[CH3:23])[S:13][C:6]=12.[Cl-].[NH4+]. (5) Given the product [CH3:1][CH:2]1[CH2:7][CH2:6][CH2:5][CH:4]([CH3:8])[CH:3]1[O:9][C:13]1[CH:14]=[CH:15][C:16]2[CH2:17][N:18]([C:24]([O:26][C:27]([CH3:30])([CH3:29])[CH3:28])=[O:25])[CH2:19][CH2:20][O:21][C:22]=2[N:23]=1, predict the reactants needed to synthesize it. The reactants are: [CH3:1][CH:2]1[CH2:7][CH2:6][CH2:5][CH:4]([CH3:8])[CH:3]1[OH:9].[H-].[Na+].Cl[C:13]1[CH:14]=[CH:15][C:16]2[CH2:17][N:18]([C:24]([O:26][C:27]([CH3:30])([CH3:29])[CH3:28])=[O:25])[CH2:19][CH2:20][O:21][C:22]=2[N:23]=1.O. (6) Given the product [C:1]1([C:7]2[CH2:16][CH2:15][C:14]3[C:9](=[CH:10][CH:11]=[CH:12][CH:13]=3)[C:8]=2[C:17]2[CH:18]=[CH:19][C:20]([CH:23]=[CH:24][C:25]([NH:37][S:34]([C:28]3[CH:33]=[CH:32][CH:31]=[CH:30][CH:29]=3)(=[O:36])=[O:35])=[O:26])=[CH:21][CH:22]=2)[CH:2]=[CH:3][CH:4]=[CH:5][CH:6]=1, predict the reactants needed to synthesize it. The reactants are: [C:1]1([C:7]2[CH2:16][CH2:15][C:14]3[C:9](=[CH:10][CH:11]=[CH:12][CH:13]=3)[C:8]=2[C:17]2[CH:22]=[CH:21][C:20]([CH:23]=[CH:24][C:25](O)=[O:26])=[CH:19][CH:18]=2)[CH:6]=[CH:5][CH:4]=[CH:3][CH:2]=1.[C:28]1([S:34]([NH2:37])(=[O:36])=[O:35])[CH:33]=[CH:32][CH:31]=[CH:30][CH:29]=1. (7) Given the product [CH:1]1([N:4]2[C:8]([NH:9][C:18](=[O:20])[CH3:19])=[C:7]([I:10])[CH:6]=[N:5]2)[CH2:3][CH2:2]1, predict the reactants needed to synthesize it. The reactants are: [CH:1]1([N:4]2[C:8]([NH2:9])=[C:7]([I:10])[CH:6]=[N:5]2)[CH2:3][CH2:2]1.C(NC(C)C)(C)C.[C:18](Cl)(=[O:20])[CH3:19]. (8) Given the product [N:56]1([C:18](=[O:20])/[CH:17]=[CH:16]/[C@@H:15]([NH:14][C:12]([C@@H:9]2[CH2:10][CH2:11][N:8]2[C:6]([O:5][C:2]([CH3:1])([CH3:3])[CH3:4])=[O:7])=[O:13])[CH2:21][CH3:22])[C:64]2[C:59](=[CH:60][CH:61]=[CH:62][CH:63]=2)[CH2:58][CH2:57]1, predict the reactants needed to synthesize it. The reactants are: [CH3:1][C:2]([O:5][C:6]([N:8]1[CH2:11][CH2:10][C@H:9]1[C:12]([NH:14][C@@H:15]([CH2:21][CH3:22])/[CH:16]=[CH:17]/[C:18]([OH:20])=O)=[O:13])=[O:7])([CH3:4])[CH3:3].CN(C(ON1N=NC2C=CC=NC1=2)=[N+](C)C)C.F[P-](F)(F)(F)(F)F.CCN(C(C)C)C(C)C.[NH:56]1[C:64]2[C:59](=[CH:60][CH:61]=[CH:62][CH:63]=2)[CH2:58][CH2:57]1. (9) The reactants are: [CH:1]1([C:4]2[C:5]([N:23]([CH2:28][CH2:29][CH:30]([CH3:32])[CH3:31])[S:24]([CH3:27])(=[O:26])=[O:25])=[CH:6][C:7]3[O:11][C:10]([C:12]4[CH:17]=[CH:16][C:15]([F:18])=[CH:14][CH:13]=4)=[C:9]([C:19](=[NH:21])[NH2:20])[C:8]=3[CH:22]=2)[CH2:3][CH2:2]1.C(=O)([O-])O.[K+].Cl[CH2:39][C:40](=O)[CH3:41]. Given the product [CH:1]1([C:4]2[C:5]([N:23]([CH2:28][CH2:29][CH:30]([CH3:32])[CH3:31])[S:24]([CH3:27])(=[O:26])=[O:25])=[CH:6][C:7]3[O:11][C:10]([C:12]4[CH:17]=[CH:16][C:15]([F:18])=[CH:14][CH:13]=4)=[C:9]([C:19]4[NH:20][C:40]([CH3:41])=[CH:39][N:21]=4)[C:8]=3[CH:22]=2)[CH2:2][CH2:3]1, predict the reactants needed to synthesize it.